Dataset: Full USPTO retrosynthesis dataset with 1.9M reactions from patents (1976-2016). Task: Predict the reactants needed to synthesize the given product. (1) Given the product [CH3:1][CH:2]1[CH2:7][CH2:6][N:5]([C:8]([C:11]2[CH:12]=[CH:13][C:14]([O:15][C@H:16]3[C:19]([CH2:20][CH3:21])([CH2:22][CH3:23])[C:18](=[O:24])[N:17]3[C:25]([NH:27][C@@H:28]([C:32]3[CH:37]=[CH:36][C:35]([O:38][C:39]([F:40])([F:42])[F:41])=[CH:34][CH:33]=3)[CH2:29][CH2:30][CH3:31])=[O:26])=[CH:43][CH:44]=2)=[O:9])[CH2:4][CH2:3]1, predict the reactants needed to synthesize it. The reactants are: [CH3:1][CH:2]1[CH2:7][CH2:6][NH:5][CH2:4][CH2:3]1.[C:8]([C:11]1[CH:44]=[CH:43][C:14]([O:15][C@H:16]2[C:19]([CH2:22][CH3:23])([CH2:20][CH3:21])[C:18](=[O:24])[N:17]2[C:25]([NH:27][C@@H:28]([C:32]2[CH:37]=[CH:36][C:35]([O:38][C:39]([F:42])([F:41])[F:40])=[CH:34][CH:33]=2)[CH2:29][CH2:30][CH3:31])=[O:26])=[CH:13][CH:12]=1)(O)=[O:9]. (2) Given the product [Cl:20][C:3]1[C:4]([O:5][C:6]2[C:14]3[N:13]=[N:12][NH:11][C:10]=3[CH:9]=[CH:8][C:7]=2[Cl:15])=[CH:16][C:17]([Cl:19])=[CH:18][C:2]=1[C:21]#[N:22], predict the reactants needed to synthesize it. The reactants are: Br[C:2]1[C:3]([Cl:20])=[C:4]([CH:16]=[C:17]([Cl:19])[CH:18]=1)[O:5][C:6]1[C:14]2[N:13]=[N:12][NH:11][C:10]=2[CH:9]=[CH:8][C:7]=1[Cl:15].[CH3:21][N:22](C=O)C. (3) Given the product [C:1]([O:5][C:6](=[O:25])[NH:7][CH2:8][C:9]([C:18]1[CH:23]=[CH:22][C:21]([Cl:24])=[CH:20][CH:19]=1)([OH:17])[C:10]1[CH:15]=[CH:14][C:13]([C:34]2[CH:35]=[N:36][NH:37][CH:38]=2)=[CH:12][CH:11]=1)([CH3:4])([CH3:3])[CH3:2], predict the reactants needed to synthesize it. The reactants are: [C:1]([O:5][C:6](=[O:25])[NH:7][CH2:8][C:9]([C:18]1[CH:23]=[CH:22][C:21]([Cl:24])=[CH:20][CH:19]=1)([OH:17])[C:10]1[CH:15]=[CH:14][C:13](I)=[CH:12][CH:11]=1)([CH3:4])([CH3:3])[CH3:2].CC1(C)C(C)(C)OB([C:34]2[CH:35]=[N:36][NH:37][CH:38]=2)O1.P([O-])([O-])([O-])=O.[K+].[K+].[K+].B(O)O.N1C=CC=N1. (4) Given the product [Cl:10][C:11]1[N:12]=[C:13]([N:27]2[CH2:28][CH2:29][O:30][CH2:31][CH2:32]2)[C:14]2[S:19][C:18]([C:20]3[CH:25]=[CH:24][C:23]([O:7][CH2:1][CH2:2][O:3][CH2:4][CH2:5][OH:6])=[N:22][CH:21]=3)=[CH:17][C:15]=2[N:16]=1, predict the reactants needed to synthesize it. The reactants are: [CH2:1]([OH:7])[CH2:2][O:3][CH2:4][CH2:5][OH:6].[H-].[Na+].[Cl:10][C:11]1[N:12]=[C:13]([N:27]2[CH2:32][CH2:31][O:30][CH2:29][CH2:28]2)[C:14]2[S:19][C:18]([C:20]3[CH:21]=[N:22][C:23](F)=[CH:24][CH:25]=3)=[CH:17][C:15]=2[N:16]=1. (5) The reactants are: [Cl:1][C:2]1[C:3]([N:10]2[CH2:15][CH2:14][N:13]([C:16]3[N:21]=[CH:20][C:19]([C:22]4[CH:23]=[C:24]([CH:39]=[CH:40][CH:41]=4)[CH2:25][N:26]([CH3:38])[C:27](=[O:37])[CH2:28][NH:29][C:30](=[O:36])[O:31][C:32]([CH3:35])([CH3:34])[CH3:33])=[CH:18][N:17]=3)[CH2:12][CH2:11]2)=[N:4][CH:5]=[C:6]([CH2:8][OH:9])[CH:7]=1. Given the product [Cl:1][C:2]1[C:3]([N:10]2[CH2:11][CH2:12][N:13]([C:16]3[N:17]=[CH:18][C:19]([C:22]4[CH:23]=[C:24]([CH:39]=[CH:40][CH:41]=4)[CH2:25][N:26]([CH3:38])[C:27](=[O:37])[CH2:28][NH:29][C:30](=[O:36])[O:31][C:32]([CH3:34])([CH3:35])[CH3:33])=[CH:20][N:21]=3)[CH2:14][CH2:15]2)=[N:4][CH:5]=[C:6]([CH:8]=[O:9])[CH:7]=1, predict the reactants needed to synthesize it. (6) Given the product [Cl:26][C:19]1[CH:20]=[C:21]([O:24][CH3:25])[CH:22]=[CH:23][C:18]=1[C:13]1[CH:12]=[CH:11][NH:10][C:9](=[O:8])[C:14]=1[N+:15]([O-:17])=[O:16], predict the reactants needed to synthesize it. The reactants are: C([O:8][C:9]1[C:14]([N+:15]([O-:17])=[O:16])=[C:13]([C:18]2[CH:23]=[CH:22][C:21]([O:24][CH3:25])=[CH:20][C:19]=2[Cl:26])[CH:12]=[CH:11][N:10]=1)C1C=CC=CC=1. (7) Given the product [CH:1]1([C:4]2[CH:9]=[CH:8][N:7]=[CH:6][C:5]=2[NH2:10])[CH2:3][CH2:2]1, predict the reactants needed to synthesize it. The reactants are: [CH:1]1([C:4]2[CH:9]=[CH:8][N:7]=[CH:6][C:5]=2[NH:10]C(=O)OC(C)(C)C)[CH2:3][CH2:2]1.CO.C(Cl)Cl.